This data is from Drug-target binding data from BindingDB using IC50 measurements. The task is: Regression. Given a target protein amino acid sequence and a drug SMILES string, predict the binding affinity score between them. We predict pIC50 (pIC50 = -log10(IC50 in M); higher means more potent). Dataset: bindingdb_ic50. (1) The drug is Nc1nc2c(nc(Br)n2[C@@H]2O[C@H](COP(=O)([O-])OP(=O)([O-])OP(=O)([O-])O)C(O)C2O)c(=O)[nH]1. The target protein (O66809) has sequence MEEFVNPCKIKVIGVGGGGSNAVNRMYEDGIEGVELYAINTDVQHLSTLKVPNKIQIGEKVTRGLGAGAKPEVGEEAALEDIDKIKEILRDTDMVFISAGLGGGTGTGAAPVIAKTAKEMGILTVAVATLPFRFEGPRKMEKALKGLEKLKESSDAYIVIHNDKIKELSNRTLTIKDAFKEVDSVLSKAVRGITSIVVTPAVINVDFADVRTTLEEGGLSIIGMGEGRGDEKADIAVEKAVTSPLLEGNTIEGARRLLVTIWTSEDIPYDIVDEVMERIHSKVHPEAEIIFGAVLEPQEQDFIRVAIVATDFPEEKFQVGEKEVKFKVIKKEEKEEPKEEPKPLSDTTYLEEEEIPAVIRRKNKRLL. The pIC50 is 4.2. (2) The compound is CC(=O)Nc1cccc(CNC(=O)C2CCN([C@H](C)c3cccc4ccccc34)CC2)c1. The target protein (P0C6U6) has sequence MFYNQVTLAVASDSEISGFGFAIPSVAVRTYSEAAAQGFQACRFVAFGLQDCVTGINDDDYVIALTGTNQLCAKILPFSDRPLNLRGWLIFSNSNYVLQDFDVVFGHGAGSVVFVDKYMCGFDGKPVLPKNMWEFRDYFNNNTDSIVIGGVTYQLAWDVIRKDLSYEQQNVLAIESIHYLGTTGHTLKSGCKLTNAKPPKYSSKVVLSGEWNAVYRAFGSPFITNGMSLLDIIVKPVFFNAFVKCNCGSESWSVGAWDGYLSSCCGTPAKKLCVVPGNVVPGDVIITSTSAGCGVKYYAGLVVKHITNITGVSLWRVTAVHSDGMFVASSSYDALLHRNSLDPFCFDVNTLLSNQLRLAFLGASVTEDVKFAASTGVIDISAGMFGLYDDILTNNKPWFVRKASGLFDAIWDAFVAAIKLVPTTTGVLVRFVKSIASTVLTVSNGVIIMCADVPDAFQSVYRTFTQAICAAFDFSLDVFKIGDVKFKRLGDYVLTENALV.... The pIC50 is 4.3. (3) The small molecule is N#Cc1ccccc1-c1cnc(N)c(C(=O)Nc2ccccc2)n1. The target protein (Q13315) has sequence MSLVLNDLLICCRQLEHDRATERKKEVEKFKRLIRDPETIKHLDRHSDSKQGKYLNWDAVFRFLQKYIQKETECLRIAKPNVSASTQASRQKKMQEISSLVKYFIKCANRRAPRLKCQELLNYIMDTVKDSSNGAIYGADCSNILLKDILSVRKYWCEISQQQWLELFSVYFRLYLKPSQDVHRVLVARIIHAVTKGCCSQTDGLNSKFLDFFSKAIQCARQEKSSSGLNHILAALTIFLKTLAVNFRIRVCELGDEILPTLLYIWTQHRLNDSLKEVIIELFQLQIYIHHPKGAKTQEKGAYESTKWRSILYNLYDLLVNEISHIGSRGKYSSGFRNIAVKENLIELMADICHQVFNEDTRSLEISQSYTTTQRESSDYSVPCKRKKIELGWEVIKDHLQKSQNDFDLVPWLQIATQLISKYPASLPNCELSPLLMILSQLLPQQRHGERTPYVLRCLTEVALCQDKRSNLESSQKSDLLKLWNKIWCITFRGISSEQI.... The pIC50 is 6.5. (4) The compound is CNC(=O)c1c(O)c2ncc(Cc3ccc(F)cc3)cc2n(CC(=O)NCC(F)(F)F)c1=O. The target protein sequence is FLDGIDKAQEEHEKYHSNWRAMASDFNLPPVVAKEIVASCDKCQLKGEAMHGQVDCSPGIWQLDCTHLEGKVILVAVHVASGYIEAEVIPAETGQETAYFLLKLAGRWPVKTVHTDNGSNFTSTTVKAACWWAGIKQEFGIPYNPQSQGVIESMNKELKKIIGQVRDQAEHLKTAVQMAVFIHNFKRKGGIGGYSAGERIVDIIATDIQTKELQKQITKIQNFRVYYRDSRDPVWKGPAKLLWKGEGAVVIQDNSDIKVVPRRKAKIIRDYGKQMAGDDCVASRQDED. The pIC50 is 8.1. (5) The pIC50 is 5.2. The compound is CCN1Cc2ccc(NC(=O)c3ccc(C(=O)N4CC5CCC(C4)C5N4CCCC4)cc3)cc2C1. The target protein sequence is MRRREGHGTDSEMGQGPVRESQSSDPPALQFRISEYKPLNMAGVEQPPSPELRQEGVTEYEDGGAPAGDGEAGPQQAEDHPQNPPEDPNQDPPEDDSTCQCQACGPHQAAGPDLGSSNDGCPQLFQERSVIVENSSGSTSASELLKPMKKRKRREYQSPSEEESEPEAMEKQEEGKDPEGQPTASTPESEEWSSSQPATGEKKECWSWESYLEEQKAITAPVSLFQDSQAVTHNKNGFKLGMKLEGIDPQHPSMYFILTVAEVCGYRLRLHFDGYSECHDFWVNANSPDIHPAGWFEKTGHKLQPPKGYKEEEFSWSQYLRSTRAQAAPKHLFVSQSHSPPPLGFQVGMKLEAVDRMNPSLVCVASVTDVVDSRFLVHFDNWDDTYDYWCDPSSPYIHPVGWCQKQGKPLTPPQDYPDPDNFCWEKYLEETGASAVPTWAFKVRPPHSFLVNMKLEAVDRRNPALIRVASVEDVEDHRIKIHFDGWSHGYDFWIDADHPD.... (6) The compound is CCN(CCN(C)C)C(=O)CNCc1cc(C(=O)O)ccn1. The target protein sequence is MAGVGPGGYAAEFVPPPECPVFEPSWEEFTDPLSFIGRIRPLAEKTGICKIRPPKDWQPPFACEVKSFRFTPRVQRLNELEAMTRVRLDFLDQLAKFWELQGSTLKIPVVERKILDLYALSKIVASKGGFEMVTKEKKWSKVGSRLGYLPGKGTGSLLKSHYERILYPYELFQSGVSLMGVQMPNLDLKEKVEPEVLSTDTQTSPEPGTRMNILPKRTRRVKTQSESGDVSRNTELKKLQIFGAGPKVVGLAMGTKDKEDEVTRRRKVTNRSDAFNMQMRQRKGTLSVNFVDLYVCMFCGRGNNEDKLLLCDGCDDSYHTFCLIPPLPDVPKGDWRCPKCVAEECSKPREAFGFEQAVREYTLQSFGEMADNFKSDYFNMPVHMVPTELVEKEFWRLVSSIEEDVIVEYGADISSKDFGSGFPVKDGRRKILPEEEEYALSGWNLNNMPVLEQSVLAHINVDISGMKVPWLYVGMCFSSFCWHIEDHWSYSINYLHWGEP.... The pIC50 is 8.2. (7) The drug is Oc1ccc(Cn2cc[nH]c2=S)cc1Cl. The target protein (Q05754) has sequence MQPHLSHQPCWSLPSPSVREAASMYGTAVAIFLVILVAALQGSEPPESPFPYHIPLDPEGTLELSWNVSYDQEIIHFQLQVQGPRAGVLFGMSDRGEMENADLVMLWTDGDRTYFADAWSDQKGQIHLDTHQDYQLLQAQRVSNSLSLLFKRPFVTCDPKDYVIEDDTVHLVYGILEEPFQSLEAINTSGLHTGLQQVQLLKPEVSTPAMPADVQTMDIRAPDVLIPSTETTYWCYITELPLHFPRHHIIMYEAIVTEGNEALVHHMEVFQCTNESEAFPMFNGPCDSKMKPDRLNYCRHVLAAWALGAKAFYYPEEAGVPLGSSGSSRFLRLEVHYHNPRNIQGRRDSSGIRLHYTASLRPNEAGIMELGLVYTPLMAIPPQETTFVLTGYCTDRCTQMALPKSGIRIFASQLHTHLTGRKVITVLARDGQQREVVNRDNHYSPHFQEIRMLKNAVTVHQGDVLITSCTYNTENRTMATVGGFGILEEMCVNYVHYYPK.... The pIC50 is 5.7. (8) The compound is CN(CC#CC#CC(C)(C)C)c1cccc2c1CCC(=O)N2. The target protein (P23316) has sequence MHNINNGYVPNREKTITKRKVRLVGGKAGNLVLENPVPTELRKVLTRTESPFGEFTNMTYTACTSQPDTFSAEGFTLRAAKYGRETEIVICITMYNEDEVAFARTMHGVMKNIAHLCSRHKSKIWGKDSWKKVQVIIVADGRNKVQQSVLELLTATGCYQENLARPYVNNSKVNAHLFEYTTQISIDENLKFKGDEKNLAPVQVLFCLKESNQKKINSHRWLFNAFCPVLDPNVIVLLDVGTKPDNHAIYNLWKAFDRDSNVAGAAGEIKAMKGKGWINLTNPLVASQNFEYKLSNILDKPLESLFGYISVLPGALSAYRYIALKNHDDGTGPLASYFKGEDLLCSHDKDKENTKANFFEANMYLAEDRILCWELVSKRNDNWVLKFVKSATGETDVPETIAEFLSQRRRWINGAFFAALYSLYHFRKIWTTDHSYARKFWLHVEEFIYQLVSLLFSFFSLSNFYLTFYFLTGSLVSYKSLGKKGGFWIFTLFNYLCIGV.... The pIC50 is 9.6.